This data is from Reaction yield outcomes from USPTO patents with 853,638 reactions. The task is: Predict the reaction yield, written as a fraction of the theoretical maximum amount of product (1.0 means a 100% yield; for example, 0.34 means a 34% yield). (1) The reactants are C[O:2][C:3](=[O:45])[C:4]1[CH:9]=[CH:8][C:7]([O:10][C:11]2[CH:16]=[CH:15][C:14]([CH2:17][C@@H:18]([C:28]3[N:29]([CH2:41][CH2:42][CH2:43][CH3:44])[CH:30]=[C:31]([C:33]4[CH:38]=[CH:37][C:36]([Cl:39])=[CH:35][C:34]=4[Cl:40])[N:32]=3)[NH:19][C:20](=[O:27])[CH2:21][CH2:22][CH2:23][C:24](O)=[O:25])=[CH:13][CH:12]=2)=[CH:6][CH:5]=1.[CH3:46][O:47][C:48]1[CH:55]=[CH:54][C:51]([CH2:52][NH2:53])=[CH:50][CH:49]=1. No catalyst specified. The product is [CH2:41]([N:29]1[CH:30]=[C:31]([C:33]2[CH:38]=[CH:37][C:36]([Cl:39])=[CH:35][C:34]=2[Cl:40])[N:32]=[C:28]1[C@@H:18]([NH:19][C:20](=[O:27])[CH2:21][CH2:22][CH2:23][C:24](=[O:25])[NH:53][CH2:52][C:51]1[CH:54]=[CH:55][C:48]([O:47][CH3:46])=[CH:49][CH:50]=1)[CH2:17][C:14]1[CH:15]=[CH:16][C:11]([O:10][C:7]2[CH:8]=[CH:9][C:4]([C:3]([OH:45])=[O:2])=[CH:5][CH:6]=2)=[CH:12][CH:13]=1)[CH2:42][CH2:43][CH3:44]. The yield is 0.600. (2) The reactants are [CH2:1]([O:8][C:9]([N:11]1[CH2:17][CH2:16][CH2:15][CH2:14][C:13]2[CH:18]=[C:19]([N:22]3[CH2:26][CH:25]([CH2:27]OS(C)(=O)=O)[O:24][C:23]3=[O:33])[CH:20]=[CH:21][C:12]1=2)=[O:10])[C:2]1[CH:7]=[CH:6][CH:5]=[CH:4][CH:3]=1.[N-:34]=[N+:35]=[N-:36].[Na+]. The catalyst is CN(C=O)C.C(OCC)(=O)C. The product is [CH2:1]([O:8][C:9]([N:11]1[CH2:17][CH2:16][CH2:15][CH2:14][C:13]2[CH:18]=[C:19]([N:22]3[CH2:26][CH:25]([CH2:27][N:34]=[N+:35]=[N-:36])[O:24][C:23]3=[O:33])[CH:20]=[CH:21][C:12]1=2)=[O:10])[C:2]1[CH:7]=[CH:6][CH:5]=[CH:4][CH:3]=1. The yield is 0.980. (3) The reactants are [CH:1]([C:4]1[CH:9]=[C:8]([CH2:10][O:11]C)[N:7]=[C:6]([NH2:13])[N:5]=1)([CH3:3])[CH3:2].B(Br)(Br)Br. The catalyst is C(Cl)Cl. The product is [NH2:13][C:6]1[N:7]=[C:8]([CH2:10][OH:11])[CH:9]=[C:4]([CH:1]([CH3:3])[CH3:2])[N:5]=1. The yield is 0.660.